Dataset: Catalyst prediction with 721,799 reactions and 888 catalyst types from USPTO. Task: Predict which catalyst facilitates the given reaction. Reactant: [C:1]([O:4][C:5]1[CH:10]=[CH:9][C:8]([C:11](=[O:17])[CH2:12][CH2:13][C:14]([OH:16])=O)=[CH:7][CH:6]=1)(=[O:3])[CH3:2].[N+:18]([C:21]1[CH:26]=[CH:25][C:24]([N:27]2[CH2:32][CH2:31][NH:30][CH2:29][CH2:28]2)=[CH:23][CH:22]=1)([O-:20])=[O:19].C(N(C(C)C)C(C)C)C.F[P-](F)(F)(F)(F)F.N1(OC(N(C)C)=[N+](C)C)C2C=CC=CC=2N=N1. Product: [N+:18]([C:21]1[CH:22]=[CH:23][C:24]([N:27]2[CH2:32][CH2:31][N:30]([C:14](=[O:16])[CH2:13][CH2:12][C:11]([C:8]3[CH:7]=[CH:6][C:5]([O:4][C:1](=[O:3])[CH3:2])=[CH:10][CH:9]=3)=[O:17])[CH2:29][CH2:28]2)=[CH:25][CH:26]=1)([O-:20])=[O:19]. The catalyst class is: 3.